From a dataset of Catalyst prediction with 721,799 reactions and 888 catalyst types from USPTO. Predict which catalyst facilitates the given reaction. (1) Reactant: [O:1]1[C:6]2[CH:7]=[CH:8][CH:9]=[CH:10][C:5]=2[O:4][CH2:3][CH:2]1[C:11]([OH:13])=O.Cl.[CH2:15]([C:17]1[S:37][C:20]2[N:21]=[C:22]([S:31][CH2:32][C:33]([O:35][CH3:36])=[O:34])[N:23]=[C:24]([N:25]3[CH2:30][CH2:29][NH:28][CH2:27][CH2:26]3)[C:19]=2[CH:18]=1)[CH3:16].C(N(C(C)C)CC)(C)C. Product: [O:1]1[C:6]2[CH:7]=[CH:8][CH:9]=[CH:10][C:5]=2[O:4][CH2:3][CH:2]1[C:11]([N:28]1[CH2:29][CH2:30][N:25]([C:24]2[C:19]3[CH:18]=[C:17]([CH2:15][CH3:16])[S:37][C:20]=3[N:21]=[C:22]([S:31][CH2:32][C:33]([O:35][CH3:36])=[O:34])[N:23]=2)[CH2:26][CH2:27]1)=[O:13]. The catalyst class is: 60. (2) Reactant: Br[CH2:2][C:3]1[N:7]([CH3:8])[N:6]([C:9]2[CH:14]=[CH:13][CH:12]=[CH:11][CH:10]=2)[C:5](=[O:15])[C:4]=1[F:16].[C:17]1([N:23]2[C:27]3([CH2:32][CH2:31][NH:30][CH2:29][CH2:28]3)[C:26](=[O:33])[NH:25][CH2:24]2)[CH:22]=[CH:21][CH:20]=[CH:19][CH:18]=1.C(N(C(C)C)CC)(C)C. Product: [F:16][C:4]1[C:5](=[O:15])[N:6]([C:9]2[CH:14]=[CH:13][CH:12]=[CH:11][CH:10]=2)[N:7]([CH3:8])[C:3]=1[CH2:2][N:30]1[CH2:29][CH2:28][C:27]2([N:23]([C:17]3[CH:22]=[CH:21][CH:20]=[CH:19][CH:18]=3)[CH2:24][NH:25][C:26]2=[O:33])[CH2:32][CH2:31]1. The catalyst class is: 10. (3) The catalyst class is: 128. Product: [CH3:1][O:2][C:3](=[O:23])[CH2:4][CH2:5][C:6]1[CH:11]=[CH:10][C:9]([O:12][C:13]2[CH:14]=[C:15]([CH3:24])[CH:16]=[C:17]([C:19]#[N:20])[CH:18]=2)=[CH:8][C:7]=1[CH3:22]. Reactant: [CH3:1][O:2][C:3](=[O:23])[CH2:4][CH2:5][C:6]1[CH:11]=[CH:10][C:9]([O:12][C:13]2[CH:18]=[C:17]([C:19]#[N:20])[CH:16]=[C:15](Br)[CH:14]=2)=[CH:8][C:7]=1[CH3:22].[CH3:24]B1OB(C)OB(C)O1.C([O-])([O-])=O.[K+].[K+]. (4) Reactant: Br[C:2]1[C:11]2[C:6](=[C:7]([C:12]#[N:13])[CH:8]=[CH:9][CH:10]=2)[N:5]=[CH:4][CH:3]=1.[F:14][C:15]([F:25])([F:24])[C:16]1[CH:17]=[C:18]([CH:21]=[CH:22][CH:23]=1)[CH2:19][NH2:20].[C:26]([O-:29])([O-])=[O:27].[K+].[K+]. Product: [F:14][C:15]([F:24])([F:25])[C:16]1[CH:17]=[C:18]([CH:21]=[CH:22][CH:23]=1)[CH2:19][NH:20][C:2]1[C:11]2[C:6](=[C:7]([C:12]#[N:13])[CH:8]=[CH:9][CH:10]=2)[N:5]=[CH:4][CH:3]=1.[C:26]([OH:29])([C:15]([F:25])([F:24])[F:14])=[O:27]. The catalyst class is: 32. (5) Reactant: Cl[C:2]1[CH:7]=[CH:6][C:5]([C:8]2([C:11]([N:13]3[CH2:17][CH2:16][C@@:15]4([C:21]5[CH:22]=[CH:23][CH:24]=[CH:25][C:20]=5[C:19](=[O:26])[O:18]4)[CH2:14]3)=[O:12])[CH2:10][CH2:9]2)=[CH:4][CH:3]=1.[N:27]1[CH:32]=[C:31](B(O)O)[CH:30]=[N:29][CH:28]=1.C(=O)([O-])[O-].[Cs+].[Cs+].O1CCOCC1. Product: [N:27]1[CH:32]=[C:31]([C:2]2[CH:3]=[CH:4][C:5]([C:8]3([C:11]([N:13]4[CH2:17][CH2:16][C@@:15]5([C:21]6[CH:22]=[CH:23][CH:24]=[CH:25][C:20]=6[C:19](=[O:26])[O:18]5)[CH2:14]4)=[O:12])[CH2:10][CH2:9]3)=[CH:6][CH:7]=2)[CH:30]=[N:29][CH:28]=1. The catalyst class is: 110.